Task: Predict the product of the given reaction.. Dataset: Forward reaction prediction with 1.9M reactions from USPTO patents (1976-2016) (1) Given the reactants [CH3:1][O:2][C:3]1[CH:8]=[CH:7][C:6]([NH:9][C:10]2[C:19]3[C:14](=[CH:15][CH:16]=[C:17]([C:20](=[O:23])[NH:21][CH3:22])[CH:18]=3)[N:13]=[CH:12][C:11]=2[C:24]([OH:26])=[O:25])=[CH:5][CH:4]=1.C(N(CC)C(C)C)(C)C.[CH3:36][CH:37](O)[C:38]([O:40][CH3:41])=[O:39], predict the reaction product. The product is: [CH3:41][O:40][C:38](=[O:39])[CH:37]([O:25][C:24]([C:11]1[CH:12]=[N:13][C:14]2[C:19]([C:10]=1[NH:9][C:6]1[CH:7]=[CH:8][C:3]([O:2][CH3:1])=[CH:4][CH:5]=1)=[CH:18][C:17]([C:20](=[O:23])[NH:21][CH3:22])=[CH:16][CH:15]=2)=[O:26])[CH3:36]. (2) Given the reactants [NH2:1][C:2]1[C:7]([C:8]#[N:9])=[C:6]([CH:10]2[CH2:15][CH2:14][N:13](C(C3C=CC=CC=3)(C3C=CC=CC=3)C3C=CC=CC=3)[CH2:12][CH2:11]2)[C:5]([C:35]#[N:36])=[C:4]([O:37][CH3:38])[N:3]=1.C(N1CCC(C[OH:65])CC1)(C1C=CC=CC=1)(C1C=CC=CC=1)C1C=CC=CC=1.[ClH:66], predict the reaction product. The product is: [OH2:37].[OH2:65].[ClH:66].[NH2:1][C:2]1[C:7]([C:8]#[N:9])=[C:6]([CH:10]2[CH2:11][CH2:12][NH:13][CH2:14][CH2:15]2)[C:5]([C:35]#[N:36])=[C:4]([O:37][CH3:38])[N:3]=1.